Task: Predict the reactants needed to synthesize the given product.. Dataset: Full USPTO retrosynthesis dataset with 1.9M reactions from patents (1976-2016) (1) Given the product [CH2:48]([O:47][C:45]([C:44]1[C:32]([OH:31])=[C:34]2[C:38]([Br:39])=[C:37]([Br:40])[N:36]([CH3:41])[C:35]2=[CH:42][N:43]=1)=[O:46])[CH3:49], predict the reactants needed to synthesize it. The reactants are: C(OC(C1C(O)=C2C=C(C3C=CC(F)=CC=3)N(C3C=CC=CC=3)C2=CN=1)=O)C.C([O:31][C:32]([C:34]1[C:38]([Br:39])=[C:37]([Br:40])[N:36]([CH3:41])[C:35]=1[CH2:42][N:43](C(OC(C)(C)C)=O)[CH2:44][C:45]([O:47][CH2:48][CH3:49])=[O:46])=O)C. (2) Given the product [CH3:11][CH2:6][CH2:7][CH:8]([CH3:10])[CH3:9].[CH3:20][CH2:17][O:16][C:14]([CH3:1])=[O:15], predict the reactants needed to synthesize it. The reactants are: [C:1](Cl)(=O)C.N([C:14]([O:16][C:17]([CH3:20])(C)C)=[O:15])[C@H:6]([C:11](O)=O)[CH2:7][CH:8]([CH3:10])[CH3:9].O.CCN(C(C)C)C(C)C.CN(C(ON1N=NC2C=CC=NC1=2)=[N+](C)C)C.F[P-](F)(F)(F)(F)F. (3) Given the product [F:19][C:2]([F:1])([F:20])[C:3]1([CH2:6][N:8]2[CH2:9][CH2:10][CH:11]([CH2:14][OH:15])[CH2:12][CH2:13]2)[CH2:4][CH2:5]1, predict the reactants needed to synthesize it. The reactants are: [F:1][C:2]([F:20])([F:19])[C:3]1([C:6]([N:8]2[CH2:13][CH2:12][CH:11]([C:14](OCC)=[O:15])[CH2:10][CH2:9]2)=O)[CH2:5][CH2:4]1.[H-].[H-].[H-].[H-].[Li+].[Al+3].